Dataset: Reaction yield outcomes from USPTO patents with 853,638 reactions. Task: Predict the reaction yield, written as a fraction of the theoretical maximum amount of product (1.0 means a 100% yield; for example, 0.34 means a 34% yield). The reactants are FC1[CH:11]=[C:10]([C:12]2[N:17]=[C:16]3[N:18]([CH2:21][C:22]4[CH:23]=[C:24]5[C:29](=[CH:30][CH:31]=4)[N:28]=[CH:27][CH:26]=[CH:25]5)[N:19]=[N:20][C:15]3=[CH:14][CH:13]=2)[CH:9]=[CH:8][C:3]=1[C:4](NC)=[O:5].[F:32][C:33]([F:45])([F:44])OC1C=C(B(O)O)C=CC=1.C(=O)([O-])[O-].[K+].[K+].O. The catalyst is O1CCOCC1. The product is [F:32][C:33]([F:45])([F:44])[O:5][C:4]1[CH:11]=[C:10]([C:12]2[N:17]=[C:16]3[N:18]([CH2:21][C:22]4[CH:23]=[C:24]5[C:29](=[CH:30][CH:31]=4)[N:28]=[CH:27][CH:26]=[CH:25]5)[N:19]=[N:20][C:15]3=[CH:14][CH:13]=2)[CH:9]=[CH:8][CH:3]=1. The yield is 0.530.